Dataset: Forward reaction prediction with 1.9M reactions from USPTO patents (1976-2016). Task: Predict the product of the given reaction. (1) Given the reactants [F:1][C:2]([F:47])([F:46])[C:3]1[CH:4]=[C:5]([C@H:13]2[O:17][C:16](=[O:18])[N:15]([CH2:19][C:20]3[CH:25]=[C:24]([C:26]([F:29])([F:28])[F:27])[CH:23]=[CH:22][C:21]=3[C:30]3[C:35]([O:36]C)=[CH:34][CH:33]=[C:32]([C:38]4[CH:43]=[CH:42][CH:41]=[CH:40][C:39]=4[CH3:44])[CH:31]=3)[C@H:14]2[CH3:45])[CH:6]=[C:7]([C:9]([F:12])([F:11])[F:10])[CH:8]=1.B(Br)(Br)Br, predict the reaction product. The product is: [F:12][C:9]([F:10])([F:11])[C:7]1[CH:6]=[C:5]([C@H:13]2[O:17][C:16](=[O:18])[N:15]([CH2:19][C:20]3[CH:25]=[C:24]([C:26]([F:28])([F:29])[F:27])[CH:23]=[CH:22][C:21]=3[C:30]3[C:35]([OH:36])=[CH:34][CH:33]=[C:32]([C:38]4[CH:43]=[CH:42][CH:41]=[CH:40][C:39]=4[CH3:44])[CH:31]=3)[C@H:14]2[CH3:45])[CH:4]=[C:3]([C:2]([F:1])([F:47])[F:46])[CH:8]=1. (2) Given the reactants CC1C=CC(S([O-])(=O)=O)=CC=1.C([N+:19]12[CH2:26][C:23]([OH:27])([CH2:24][CH2:25]1)[CH2:22][CH2:21][CH2:20]2)C1C=CC=CC=1.C([O-])=O.[NH4+].[OH-].[Na+], predict the reaction product. The product is: [N:19]12[CH2:26][C:23]([OH:27])([CH2:24][CH2:25]1)[CH2:22][CH2:21][CH2:20]2. (3) The product is: [Cl:36][C:37]1[C:38]2[CH:48]=[CH:47][CH:46]=[CH:45][C:39]=2[S:40][C:41]=1[C:42]([N:19]([CH2:18][C:12]1[CH:11]=[C:10]([C:7]2[CH:8]=[CH:9][C:4]([N:3]([CH:1]=[O:2])[CH3:35])=[CH:5][CH:6]=2)[CH:15]=[CH:14][C:13]=1[O:16][CH3:17])[CH:20]1[CH2:25][CH2:24][CH:23]([N:26]([CH3:34])[C:27](=[O:33])[O:28][C:29]([CH3:32])([CH3:30])[CH3:31])[CH2:22][CH2:21]1)=[O:43]. Given the reactants [CH:1]([N:3]([CH3:35])[C:4]1[CH:9]=[CH:8][C:7]([C:10]2[CH:15]=[CH:14][C:13]([O:16][CH3:17])=[C:12]([CH2:18][NH:19][CH:20]3[CH2:25][CH2:24][CH:23]([N:26]([CH3:34])[C:27](=[O:33])[O:28][C:29]([CH3:32])([CH3:31])[CH3:30])[CH2:22][CH2:21]3)[CH:11]=2)=[CH:6][CH:5]=1)=[O:2].[Cl:36][C:37]1[C:38]2[CH:48]=[CH:47][CH:46]=[CH:45][C:39]=2[S:40][C:41]=1[C:42](Cl)=[O:43], predict the reaction product.